From a dataset of Reaction yield outcomes from USPTO patents with 853,638 reactions. Predict the reaction yield, written as a fraction of the theoretical maximum amount of product (1.0 means a 100% yield; for example, 0.34 means a 34% yield). (1) The reactants are [C:1]([O:5][C:6](=[O:31])[CH2:7][O:8][C:9]1[CH:14]=[CH:13][C:12]([Cl:15])=[CH:11][C:10]=1[C:16]#[C:17][C:18]1[CH:23]=[C:22]([S:24]([CH2:27][CH2:28]C)(=[O:26])=[O:25])[CH:21]=[CH:20][C:19]=1[F:30])([CH3:4])([CH3:3])[CH3:2].C(OC(=O)COC1C=CC(Cl)=CC=1C#C)(C)(C)C.BrC1C=C(S(CC)(=O)=O)C=CC=1F. No catalyst specified. The product is [C:1]([O:5][C:6](=[O:31])[CH2:7][O:8][C:9]1[CH:14]=[CH:13][C:12]([Cl:15])=[CH:11][C:10]=1[C:16]#[C:17][C:18]1[CH:23]=[C:22]([S:24]([CH2:27][CH3:28])(=[O:26])=[O:25])[CH:21]=[CH:20][C:19]=1[F:30])([CH3:3])([CH3:2])[CH3:4]. The yield is 0.860. (2) The reactants are [C:1]1([CH2:7][CH2:8][CH2:9][CH2:10]C(O)=O)[CH:6]=[CH:5][CH:4]=[CH:3][CH:2]=1.[I:14]N1C(C)(C)C(=O)N(C)C1=O. The catalyst is CCOC(C)=O. The product is [I:14][CH2:10][CH2:9][CH2:8][CH2:7][C:1]1[CH:6]=[CH:5][CH:4]=[CH:3][CH:2]=1. The yield is 0.900. (3) The reactants are [Cl:1][C:2]1[CH:7]=[CH:6][C:5]([N:8]2[CH2:14][CH2:13][CH2:12][NH:11][CH2:10][CH2:9]2)=[CH:4][CH:3]=1.[C:15]([O:19][C:20]([N:22]1[CH2:27][CH:26]2[CH:24]([O:25]2)[CH2:23]1)=[O:21])([CH3:18])([CH3:17])[CH3:16].FC(F)(F)S([O-])(=O)=O.[Ca+2].FC(F)(F)S([O-])(=O)=O. The catalyst is C(#N)C. The product is [C:15]([O:19][C:20]([N:22]1[CH2:23][C@@H:24]([OH:25])[C@H:26]([N:11]2[CH2:12][CH2:13][CH2:14][N:8]([C:5]3[CH:4]=[CH:3][C:2]([Cl:1])=[CH:7][CH:6]=3)[CH2:9][CH2:10]2)[CH2:27]1)=[O:21])([CH3:18])([CH3:16])[CH3:17]. The yield is 0.410.